This data is from Reaction yield outcomes from USPTO patents with 853,638 reactions. The task is: Predict the reaction yield, written as a fraction of the theoretical maximum amount of product (1.0 means a 100% yield; for example, 0.34 means a 34% yield). (1) The reactants are [NH2:1][C:2]1[N:7]=[CH:6][C:5]([O:8][C:9]2[CH:10]=[CH:11][C:12]3[N:13]([CH:15]=[C:16]([NH:18][C:19]([CH:21]4[CH2:23][CH2:22]4)=[O:20])[N:17]=3)[CH:14]=2)=[CH:4][CH:3]=1.[CH3:24][C:25]1[N:30]([C:31]2[CH:36]=[CH:35][CH:34]=[CH:33][CH:32]=2)[C:29](=[O:37])[C:28]([C:38](O)=[O:39])=[CH:27][CH:26]=1.C(N(CC)C(C)C)(C)C.CN(C(ON1N=NC2C=CC=NC1=2)=[N+](C)C)C.F[P-](F)(F)(F)(F)F.C(=O)([O-])O.[Na+]. The catalyst is CN(C)C=O.O1CCCC1.C(OCC)(=O)C. The product is [CH:21]1([C:19]([NH:18][C:16]2[N:17]=[C:12]3[CH:11]=[CH:10][C:9]([O:8][C:5]4[CH:4]=[CH:3][C:2]([NH:1][C:38]([C:28]5[C:29](=[O:37])[N:30]([C:31]6[CH:36]=[CH:35][CH:34]=[CH:33][CH:32]=6)[C:25]([CH3:24])=[CH:26][CH:27]=5)=[O:39])=[N:7][CH:6]=4)=[CH:14][N:13]3[CH:15]=2)=[O:20])[CH2:22][CH2:23]1. The yield is 0.520. (2) The reactants are [N:1]1([CH2:6][CH2:7][NH2:8])[CH2:5][CH2:4][CH2:3][CH2:2]1.C[Al](C)C.C[O:14][C:15](=O)[C:16]1[CH:21]=[CH:20][C:19]([N:22]2[C:26]([NH:27][C:28]([NH:30][C:31]3[CH:36]=[CH:35][C:34]([O:37][C:38]4[CH:43]=[CH:42][N:41]=[CH:40][CH:39]=4)=[CH:33][CH:32]=3)=[O:29])=[CH:25][C:24]([C:44]([CH3:47])([CH3:46])[CH3:45])=[N:23]2)=[CH:18][CH:17]=1. The catalyst is ClCCCl. The product is [C:44]([C:24]1[CH:25]=[C:26]([NH:27][C:28]([NH:30][C:31]2[CH:32]=[CH:33][C:34]([O:37][C:38]3[CH:43]=[CH:42][N:41]=[CH:40][CH:39]=3)=[CH:35][CH:36]=2)=[O:29])[N:22]([C:19]2[CH:18]=[CH:17][C:16]([C:15]([NH:8][CH2:7][CH2:6][N:1]3[CH2:5][CH2:4][CH2:3][CH2:2]3)=[O:14])=[CH:21][CH:20]=2)[N:23]=1)([CH3:47])([CH3:45])[CH3:46]. The yield is 0.290. (3) The reactants are C1(S([N:10]2[C:18]3[C:13](=[CH:14][C:15]([CH2:19][CH3:20])=[CH:16][CH:17]=3)[CH2:12][CH2:11]2)(=O)=O)C=CC=CC=1.[OH-].[Na+]. The catalyst is Br. The product is [CH2:19]([C:15]1[CH:14]=[C:13]2[C:18](=[CH:17][CH:16]=1)[NH:10][CH2:11][CH2:12]2)[CH3:20]. The yield is 0.320. (4) The reactants are [C:1]([O:4][C@H:5]1[C@@H:26]([O:27][C:28](=[O:30])[CH3:29])[C@H:25]([O:31][C:32](=[O:34])[CH3:33])[C@@H:24]([CH2:35][O:36][C:37](=[O:39])[CH3:38])[O:23][C@@H:6]1[O:7][C:8]1[CH:13]=[CH:12][C:11](B2OC(C)(C)C(C)(C)O2)=[CH:10][CH:9]=1)(=[O:3])[CH3:2].Br[C:41]1[CH:42]=[N:43][C:44]([C:47]([O:49][CH3:50])=[O:48])=[N:45][CH:46]=1.C(Cl)Cl.[O-]P([O-])([O-])=O.[K+].[K+].[K+]. No catalyst specified. The product is [C:1]([O:4][C@H:5]1[C@@H:26]([O:27][C:28](=[O:30])[CH3:29])[C@H:25]([O:31][C:32](=[O:34])[CH3:33])[C@@H:24]([CH2:35][O:36][C:37](=[O:39])[CH3:38])[O:23][C@@H:6]1[O:7][C:8]1[CH:13]=[CH:12][C:11]([C:41]2[CH:42]=[N:43][C:44]([C:47]([O:49][CH3:50])=[O:48])=[N:45][CH:46]=2)=[CH:10][CH:9]=1)(=[O:3])[CH3:2]. The yield is 0.780. (5) The reactants are Cl[CH2:2][CH2:3][CH2:4][O:5][C:6]1[CH:7]=[C:8]2[CH:14]=[C:13]([C:15]([N:17]3[CH2:22][CH2:21][C:20]([F:24])([F:23])[CH2:19][CH2:18]3)=[O:16])[NH:12][C:9]2=[N:10][CH:11]=1.[CH3:25][C@H:26]1[NH:30][C@H:29]([CH3:31])[CH2:28][CH2:27]1.C(=O)([O-])[O-].[K+].[K+]. The catalyst is C(#N)C. The product is [F:23][C:20]1([F:24])[CH2:21][CH2:22][N:17]([C:15]([C:13]2[NH:12][C:9]3=[N:10][CH:11]=[C:6]([O:5][CH2:4][CH2:3][CH2:2][N:30]4[C@H:26]([CH3:25])[CH2:27][CH2:28][C@H:29]4[CH3:31])[CH:7]=[C:8]3[CH:14]=2)=[O:16])[CH2:18][CH2:19]1. The yield is 0.0600. (6) The reactants are Cl[C:2]1[N:7]=[C:6]([S:8][CH3:9])[N:5]=[C:4]([NH:10][CH2:11][CH2:12][C:13]2[CH:18]=[CH:17][C:16]([O:19][CH3:20])=[C:15]([O:21][CH3:22])[CH:14]=2)[CH:3]=1.[CH2:23]([O:25][C:26](=[O:34])[C:27]1[CH:32]=[CH:31][CH:30]=[C:29]([OH:33])[CH:28]=1)[CH3:24].C([O-])([O-])=O.[Cs+].[Cs+]. The catalyst is CN(C=O)C.O. The product is [CH2:23]([O:25][C:26](=[O:34])[C:27]1[CH:32]=[CH:31][CH:30]=[C:29]([O:33][C:2]2[CH:3]=[C:4]([NH:10][CH2:11][CH2:12][C:13]3[CH:18]=[CH:17][C:16]([O:19][CH3:20])=[C:15]([O:21][CH3:22])[CH:14]=3)[N:5]=[C:6]([S:8][CH3:9])[N:7]=2)[CH:28]=1)[CH3:24]. The yield is 0.830. (7) The reactants are [CH2:1]([N:6]1[C:10](=[O:11])[C:9](=[O:12])[C:8]2=[CH:13][CH:14]=[CH:15][N:7]12)[CH2:2][CH2:3][CH2:4][CH3:5].[CH2:16]1[O:24][C:23]2[C:18](=[CH:19][CH:20]=[C-:21][CH:22]=2)[O:17]1.[Mg+2].[Br-]. The catalyst is C1COCC1. The product is [O:17]1[C:18]2[CH:19]=[CH:20][C:21]([C:9]3([OH:12])[C:10](=[O:11])[N:6]([CH2:1][CH2:2][CH2:3][CH2:4][CH3:5])[N:7]4[CH:15]=[CH:14][CH:13]=[C:8]34)=[CH:22][C:23]=2[O:24][CH2:16]1. The yield is 0.0800. (8) The reactants are [N:1]([C:4]1[CH:36]=[CH:35][C:7]2[NH:8][C:9]([C:14]3[C:15](=[O:34])[N:16]([CH2:26][C:27]4[CH:32]=[CH:31][C:30]([F:33])=[CH:29][CH:28]=4)[C@@H:17]4[C@H:22]([C:23]=3[OH:24])[C@@H:21]3[CH2:25][C@H:18]4[CH2:19][CH2:20]3)=[N:10][S:11](=[O:13])(=[O:12])[C:6]=2[CH:5]=1)=[N+]=[N-]. The catalyst is CO.C(OCC)(=O)C.[Pd]. The yield is 0.480. The product is [NH2:1][C:4]1[CH:36]=[CH:35][C:7]2[NH:8][C:9]([C:14]3[C:15](=[O:34])[N:16]([CH2:26][C:27]4[CH:28]=[CH:29][C:30]([F:33])=[CH:31][CH:32]=4)[C@@H:17]4[C@H:22]([C:23]=3[OH:24])[C@@H:21]3[CH2:25][C@H:18]4[CH2:19][CH2:20]3)=[N:10][S:11](=[O:12])(=[O:13])[C:6]=2[CH:5]=1. (9) The reactants are N(C(OCC)=O)=NC(OCC)=O.[OH:13][C:14]1[C:19]2[C:20](=[O:26])[O:21][C:22]([CH3:25])([CH3:24])[O:23][C:18]=2[CH:17]=[CH:16][CH:15]=1.C1(P(C2C=CC=CC=2)C2C=CC=CC=2)C=CC=CC=1.[O:46]1[CH2:50][CH2:49][C@H:48](O)[CH2:47]1. The catalyst is C1COCC1. The product is [CH3:25][C:22]1([CH3:24])[O:21][C:20](=[O:26])[C:19]2[C:14]([O:13][C@@H:48]3[CH2:49][CH2:50][O:46][CH2:47]3)=[CH:15][CH:16]=[CH:17][C:18]=2[O:23]1. The yield is 0.650.